From a dataset of Full USPTO retrosynthesis dataset with 1.9M reactions from patents (1976-2016). Predict the reactants needed to synthesize the given product. (1) Given the product [CH3:14][C:15]1([CH3:31])[C:19]([CH3:21])([CH3:20])[O:18][B:17]([C:2]2[C:11]3[C:6](=[CH:7][CH:8]=[C:9]([CH:12]=[O:13])[CH:10]=3)[N:5]=[CH:4][CH:3]=2)[O:16]1, predict the reactants needed to synthesize it. The reactants are: Cl[C:2]1[C:11]2[C:6](=[CH:7][CH:8]=[C:9]([CH:12]=[O:13])[CH:10]=2)[N:5]=[CH:4][CH:3]=1.[CH3:14][C:15]1([CH3:31])[C:19]([CH3:21])([CH3:20])[O:18][B:17]([B:17]2[O:18][C:19]([CH3:21])([CH3:20])[C:15]([CH3:31])([CH3:14])[O:16]2)[O:16]1.C([O-])(=O)C.[K+]. (2) Given the product [CH3:34][O:35][C:36]1[CH:41]=[CH:40][C:39]([C:7]2[CH:8]=[CH:9][C:10]([C:13]3[N:18]=[CH:17][N:16]=[C:15]([NH:19][C@H:20]([C:28]([O:30][CH3:31])=[O:29])[CH2:21][C:22]4[CH:27]=[CH:26][CH:25]=[CH:24][CH:23]=4)[CH:14]=3)=[CH:11][CH:12]=2)=[CH:38][CH:37]=1, predict the reactants needed to synthesize it. The reactants are: FC(F)(F)S(O[C:7]1[CH:12]=[CH:11][C:10]([C:13]2[N:18]=[CH:17][N:16]=[C:15]([NH:19][C@H:20]([C:28]([O:30][CH3:31])=[O:29])[CH2:21][C:22]3[CH:27]=[CH:26][CH:25]=[CH:24][CH:23]=3)[CH:14]=2)=[CH:9][CH:8]=1)(=O)=O.[CH3:34][O:35][C:36]1[CH:41]=[CH:40][C:39](B(O)O)=[CH:38][CH:37]=1.C(=O)([O-])[O-].[K+].[K+]. (3) Given the product [Cl:32][C:6]1[CH:5]=[C:4]([C:9]2([C:14]3[CH:19]=[CH:18][C:17]([Cl:20])=[CH:16][CH:15]=3)[CH2:13][CH2:12][CH2:11][CH2:10]2)[N:3]=[C:2]([NH2:1])[N:7]=1, predict the reactants needed to synthesize it. The reactants are: [NH2:1][C:2]1[N:7]=[C:6](O)[CH:5]=[C:4]([C:9]2([C:14]3[CH:19]=[CH:18][C:17]([Cl:20])=[CH:16][CH:15]=3)[CH2:13][CH2:12][CH2:11][CH2:10]2)[N:3]=1.C(N(C(C)C)C(C)C)C.P(Cl)(Cl)([Cl:32])=O. (4) Given the product [NH2:7][C@@H:8]([C:9]([CH3:12])([CH3:11])[CH3:10])[C:13]([N:15]1[CH2:19][CH:18]=[CH:17][C@H:16]1[C:20]#[N:21])=[O:14], predict the reactants needed to synthesize it. The reactants are: C(OC(=O)[NH:7][C@H:8]([C:13]([N:15]1[CH2:19][CH:18]=[CH:17][C@H:16]1[C:20]#[N:21])=[O:14])[C:9]([CH3:12])([CH3:11])[CH3:10])(C)(C)C.FC(F)(F)C(O)=O. (5) Given the product [F:18][C:19]1[CH:28]=[C:27]([I:29])[CH:26]=[CH:25][C:20]=1[NH:21][C:22]1[N:23]([CH3:24])[C:3](=[O:5])[C:2]([CH3:1])=[C:8]([OH:15])[C:9]=1[C:10]([O:12][CH2:13][CH3:14])=[O:11], predict the reactants needed to synthesize it. The reactants are: [CH3:1][CH:2]([C:8](=[O:15])[CH2:9][C:10]([O:12][CH2:13][CH3:14])=[O:11])[C:3]([O:5]CC)=O.[H-].[Na+].[F:18][C:19]1[CH:28]=[C:27]([I:29])[CH:26]=[CH:25][C:20]=1[N:21]=[C:22]=[N:23][CH3:24].